From a dataset of Reaction yield outcomes from USPTO patents with 853,638 reactions. Predict the reaction yield, written as a fraction of the theoretical maximum amount of product (1.0 means a 100% yield; for example, 0.34 means a 34% yield). (1) The reactants are Br[C:2]1[CH:7]=[CH:6][C:5]([C:8]2([C:11]([N:13]3[CH2:17][CH2:16][C@@:15]4([C:21]5[CH:22]=[CH:23][CH:24]=[CH:25][C:20]=5[C:19](=[O:26])[O:18]4)[CH2:14]3)=[O:12])[CH2:10][CH2:9]2)=[CH:4][CH:3]=1.[CH3:27][C:28]1[CH:33]=[CH:32][C:31](/[CH:34]=[CH:35]/B(O)O)=[CH:30][CH:29]=1.C(P(C(C)(C)C)C(C)(C)C)(C)(C)C.[F-].[K+]. The catalyst is O1CCCC1.C1C=CC(/C=C/C(/C=C/C2C=CC=CC=2)=O)=CC=1.C1C=CC(/C=C/C(/C=C/C2C=CC=CC=2)=O)=CC=1.C1C=CC(/C=C/C(/C=C/C2C=CC=CC=2)=O)=CC=1.[Pd].[Pd]. The product is [CH3:27][C:28]1[CH:33]=[CH:32][C:31](/[CH:34]=[CH:35]/[C:2]2[CH:3]=[CH:4][C:5]([C:8]3([C:11]([N:13]4[CH2:17][CH2:16][C@@:15]5([C:21]6[CH:22]=[CH:23][CH:24]=[CH:25][C:20]=6[C:19](=[O:26])[O:18]5)[CH2:14]4)=[O:12])[CH2:10][CH2:9]3)=[CH:6][CH:7]=2)=[CH:30][CH:29]=1. The yield is 0.500. (2) The reactants are [C:1]([N:8]([CH3:10])[OH:9])([O:3][C:4]([CH3:7])([CH3:6])[CH3:5])=[O:2].Cl[CH2:12][CH2:13][O:14][CH2:15][CH2:16]O.[C:18]([O-])([O-])=[O:19].[K+].[K+]. The catalyst is CN(C=O)C.[Li+].[Br-]. The product is [OH:19][CH2:18][CH2:16][CH2:15][O:14][CH2:13][CH2:12][O:9][N:8]([CH3:10])[C:1](=[O:2])[O:3][C:4]([CH3:7])([CH3:6])[CH3:5]. The yield is 0.720. (3) The reactants are Cl[CH2:2][C:3]1[N:4]=[C:5]([N:8]2[CH2:13][CH2:12][N:11]([C:14]([O:16][C:17]([CH3:20])([CH3:19])[CH3:18])=[O:15])[CH2:10][CH2:9]2)[S:6][CH:7]=1.[NH:21]1[CH2:26][CH2:25][CH:24]([C:27]([O:29][CH3:30])=[O:28])[CH2:23][CH2:22]1.C(=O)([O-])[O-].[K+].[K+]. The catalyst is CN(C=O)C. The product is [CH3:30][O:29][C:27]([CH:24]1[CH2:25][CH2:26][N:21]([CH2:2][C:3]2[N:4]=[C:5]([N:8]3[CH2:13][CH2:12][N:11]([C:14]([O:16][C:17]([CH3:20])([CH3:19])[CH3:18])=[O:15])[CH2:10][CH2:9]3)[S:6][CH:7]=2)[CH2:22][CH2:23]1)=[O:28]. The yield is 0.500. (4) The reactants are [Br:1][C:2]1[CH:3]=[N:4][C:5]([NH2:11])=[C:6]([CH:10]=1)[C:7]([OH:9])=O.CCN=C=N[CH2:17][CH2:18][CH2:19][N:20](C)C.C1(N)CC1. The catalyst is CN(C1C=CN=CC=1)C.CN(C=O)C. The product is [NH2:11][C:5]1[N:4]=[CH:3][C:2]([Br:1])=[CH:10][C:6]=1[C:7]([NH:20][CH:19]1[CH2:17][CH2:18]1)=[O:9]. The yield is 0.690. (5) The reactants are [CH3:1][C:2]([CH3:32])([CH3:31])[C:3](=[O:30])[CH2:4][O:5][C:6]1[CH:11]=[CH:10][C:9]([C:12]([C:17]2[CH:18]=[CH:19][C:20]3[CH:24]=[C:23]([C:25](O)=[O:26])[S:22][C:21]=3[CH:28]=2)([CH2:15][CH3:16])[CH2:13][CH3:14])=[CH:8][C:7]=1[CH3:29].C(Cl)CCl.Cl.[CH3:38][NH:39][CH3:40]. The catalyst is C(Cl)Cl.CN(C1C=CN=CC=1)C. The product is [CH3:38][N:39]([CH3:40])[C:25]([C:23]1[S:22][C:21]2[CH:28]=[C:17]([C:12]([C:9]3[CH:10]=[CH:11][C:6]([O:5][CH2:4][C:3](=[O:30])[C:2]([CH3:32])([CH3:31])[CH3:1])=[C:7]([CH3:29])[CH:8]=3)([CH2:15][CH3:16])[CH2:13][CH3:14])[CH:18]=[CH:19][C:20]=2[CH:24]=1)=[O:26]. The yield is 0.910.